From a dataset of Catalyst prediction with 721,799 reactions and 888 catalyst types from USPTO. Predict which catalyst facilitates the given reaction. (1) Reactant: [N:1]1([C:7]2[CH:25]=[CH:24][C:10]([C:11]([NH:13][C:14]3[CH:15]=[N:16][C:17]4[C:22]([CH:23]=3)=[CH:21][CH:20]=[CH:19][CH:18]=4)=[O:12])=[CH:9][CH:8]=2)[CH2:6][CH2:5][NH:4][CH2:3][CH2:2]1.[C:26]1([CH2:32][C:33](O)=[O:34])[CH:31]=[CH:30][CH:29]=[CH:28][CH:27]=1.F[P-](F)(F)(F)(F)F.N1(OC(N(C)C)=[N+](C)C)C2C=CC=CC=2N=N1. Product: [C:26]1([CH2:32][C:33]([N:4]2[CH2:3][CH2:2][N:1]([C:7]3[CH:8]=[CH:9][C:10]([C:11]([NH:13][C:14]4[CH:15]=[N:16][C:17]5[C:22]([CH:23]=4)=[CH:21][CH:20]=[CH:19][CH:18]=5)=[O:12])=[CH:24][CH:25]=3)[CH2:6][CH2:5]2)=[O:34])[CH:31]=[CH:30][CH:29]=[CH:28][CH:27]=1. The catalyst class is: 10. (2) Reactant: [SH:1][C:2]1[N:6]([C:7]2[CH:12]=[CH:11][CH:10]=[CH:9][CH:8]=2)[N:5]=[N:4][N:3]=1.C1(P(C2C=CC=CC=2)C2C=CC=CC=2)C=CC=CC=1.N(C(OC(C)C)=O)=NC(OC(C)C)=O.[CH2:46]([O:48][C:49](=[O:56])/[CH:50]=[C:51](\[CH3:55])/[CH2:52][CH2:53]O)[CH3:47]. Product: [CH2:46]([O:48][C:49](=[O:56])/[CH:50]=[C:51](\[CH3:55])/[CH2:52][CH2:53][S:1][C:2]1[N:6]([C:7]2[CH:12]=[CH:11][CH:10]=[CH:9][CH:8]=2)[N:5]=[N:4][N:3]=1)[CH3:47]. The catalyst class is: 476. (3) Reactant: [N+:1]([C:4]1[CH:12]=[C:11]([C:13]([F:16])([F:15])[F:14])[CH:10]=[CH:9][C:5]=1[C:6]([OH:8])=[O:7])([O-:3])=[O:2].[C:17](OC)(OC)(OC)C. Product: [N+:1]([C:4]1[CH:12]=[C:11]([C:13]([F:14])([F:15])[F:16])[CH:10]=[CH:9][C:5]=1[C:6]([O:8][CH3:17])=[O:7])([O-:3])=[O:2]. The catalyst class is: 11. (4) Reactant: C[Mg]Br.[CH3:4]COCC.[CH:9]12[O:14][CH:13]1[CH2:12][N:11]([C:15]([O:17][CH2:18][C:19]1[CH:24]=[CH:23][CH:22]=[CH:21][CH:20]=1)=[O:16])[CH2:10]2. Product: [OH:14][CH:13]1[CH:9]([CH3:4])[CH2:10][N:11]([C:15]([O:17][CH2:18][C:19]2[CH:24]=[CH:23][CH:22]=[CH:21][CH:20]=2)=[O:16])[CH2:12]1. The catalyst class is: 1. (5) Reactant: [CH3:1][C:2]1([CH3:39])[CH2:11][C:10](=[O:12])[C:9]2[C:4](=[CH:5][CH:6]=[C:7]([N:13]3[C:18](=[O:19])[C:17]([CH2:20][C:21]4[CH:26]=[CH:25][C:24]([C:27]5[C:28]([C:33]#[N:34])=[CH:29][CH:30]=[CH:31][CH:32]=5)=[CH:23][CH:22]=4)=[C:16]([CH2:35][CH2:36][CH3:37])[N:15]=[C:14]3[CH3:38])[CH:8]=2)[O:3]1.[BH4-].[Na+].S([O-])(O)(=O)=O.[K+]. Product: [OH:12][CH:10]1[C:9]2[C:4](=[CH:5][CH:6]=[C:7]([N:13]3[C:18](=[O:19])[C:17]([CH2:20][C:21]4[CH:26]=[CH:25][C:24]([C:27]5[C:28]([C:33]#[N:34])=[CH:29][CH:30]=[CH:31][CH:32]=5)=[CH:23][CH:22]=4)=[C:16]([CH2:35][CH2:36][CH3:37])[N:15]=[C:14]3[CH3:38])[CH:8]=2)[O:3][C:2]([CH3:1])([CH3:39])[CH2:11]1. The catalyst class is: 111. (6) Reactant: C(=O)([O-])[O-].[Cs+].[Cs+].[CH:7]1[CH:8]=[CH:9][C:10]2[N:15]=[C:14]([C:16]3[N:20]=[CH:19][S:18][CH:17]=3)[NH:13][C:11]=2[CH:12]=1.Br[CH2:22][CH2:23][CH2:24][CH2:25][CH2:26][B:27]([OH:29])[OH:28].FC(F)(F)C(O)=O. Product: [S:18]1[CH:17]=[C:16]([C:14]2[N:13]([CH2:22][CH2:23][CH2:24][CH2:25][CH2:26][B:27]([OH:29])[OH:28])[C:11]3[CH:12]=[CH:7][CH:8]=[CH:9][C:10]=3[N:15]=2)[N:20]=[CH:19]1. The catalyst class is: 9. (7) Reactant: [CH2:1]([NH2:5])[CH:2]([CH3:4])[CH3:3].C[N+]1(C2N=C(OC)N=C(OC)N=2)CCOCC1.[Cl-].[OH:24][CH2:25][CH2:26][C:27]1[CH:35]=[CH:34][C:30]([C:31](O)=[O:32])=[CH:29][CH:28]=1.Cl. Product: [CH2:1]([NH:5][C:31](=[O:32])[C:30]1[CH:29]=[CH:28][C:27]([CH2:26][CH2:25][OH:24])=[CH:35][CH:34]=1)[CH:2]([CH3:4])[CH3:3]. The catalyst class is: 56.